From a dataset of Forward reaction prediction with 1.9M reactions from USPTO patents (1976-2016). Predict the product of the given reaction. (1) The product is: [F:11][C:12]1[CH:13]=[CH:14][C:15]([O:21][CH3:22])=[C:16]([CH:20]=1)[C:17]#[N:19]. Given the reactants P(Cl)(Cl)(Cl)=O.CN(C)C=O.[F:11][C:12]1[CH:13]=[CH:14][C:15]([O:21][CH3:22])=[C:16]([CH:20]=1)[C:17]([NH2:19])=O, predict the reaction product. (2) Given the reactants [Cl:1][C:2]1[C:3]2[N:4]([C:8]([C@H:11]3[CH2:16][CH2:15][C@H:14](C(OC)=O)CC3)=[N:9][CH:10]=2)[CH:5]=[CH:6][N:7]=1.ClC1C(CNC([C@H]2CC[C@H](C(OC)=O)CC2)=O)=NC=CN=1.C1(C(O)=O)CCC1, predict the reaction product. The product is: [Cl:1][C:2]1[C:3]2[N:4]([C:8]([CH:11]3[CH2:16][CH2:15][CH2:14]3)=[N:9][CH:10]=2)[CH:5]=[CH:6][N:7]=1. (3) Given the reactants [CH2:1]([C:3]1[N:7]=[C:6]([CH:8]([C:23]2[CH:28]=[CH:27][CH:26]=[CH:25][CH:24]=2)[N:9]2[CH2:14][CH2:13][N:12]([C:15]3[CH:20]=[CH:19][C:18]([NH2:21])=[CH:17][C:16]=3[F:22])[CH2:11][CH2:10]2)[O:5][N:4]=1)[CH3:2].[CH2:29]([CH:31]([CH2:35][CH3:36])[C:32](Cl)=[O:33])[CH3:30].O, predict the reaction product. The product is: [CH2:29]([CH:31]([CH2:35][CH3:36])[C:32]([NH:21][C:18]1[CH:19]=[CH:20][C:15]([N:12]2[CH2:11][CH2:10][N:9]([CH:8]([C:6]3[O:5][N:4]=[C:3]([CH2:1][CH3:2])[N:7]=3)[C:23]3[CH:28]=[CH:27][CH:26]=[CH:25][CH:24]=3)[CH2:14][CH2:13]2)=[C:16]([F:22])[CH:17]=1)=[O:33])[CH3:30].